From a dataset of Reaction yield outcomes from USPTO patents with 853,638 reactions. Predict the reaction yield, written as a fraction of the theoretical maximum amount of product (1.0 means a 100% yield; for example, 0.34 means a 34% yield). (1) The reactants are [Br:1][C:2]1[CH:3]=[CH:4][C:5]([C:9]([F:12])([F:11])[F:10])=[C:6]([CH:8]=1)[NH2:7].C(N(C(C)C)CC)(C)C.[C:22](Cl)(=[O:25])[CH:23]=[CH2:24]. The catalyst is ClCCl.C(=O)(O)[O-].[Na+]. The product is [Br:1][C:2]1[CH:3]=[CH:4][C:5]([C:9]([F:10])([F:11])[F:12])=[C:6]([NH:7][C:22](=[O:25])[CH:23]=[CH2:24])[CH:8]=1. The yield is 0.350. (2) The reactants are [OH:1][C:2]1[C:12]2[CH2:11][CH2:10][N:9]([C:13](=[O:18])C(F)(F)F)[CH2:8][CH2:7][C:6]=2[CH:5]=[CH:4][CH:3]=1.C(=O)([O-])[O-].[K+].[K+].[C:25]([O:29]C(OC([O:29][C:25]([CH3:28])([CH3:27])[CH3:26])=O)=O)([CH3:28])([CH3:27])[CH3:26].[F:40][C:41]([F:54])([F:53])[S:42](O[S:42]([C:41]([F:54])([F:53])[F:40])(=[O:44])=[O:43])(=[O:44])=[O:43]. The catalyst is N.CO.C(Cl)Cl. The product is [C:25]([O:29][C:13]([N:9]1[CH2:10][CH2:11][C:12]2[C:2]([O:1][S:42]([C:41]([F:54])([F:53])[F:40])(=[O:44])=[O:43])=[CH:3][CH:4]=[CH:5][C:6]=2[CH2:7][CH2:8]1)=[O:18])([CH3:28])([CH3:27])[CH3:26]. The yield is 0.800. (3) The reactants are [Cl:1][C:2]1[CH:3]=[CH:4][C:5]([O:15][CH2:16][C:17]2[CH:22]=[CH:21][C:20]([Br:23])=[CH:19][C:18]=2[F:24])=[C:6]([C:8](=O)[CH2:9][CH2:10][C:11](=O)[CH3:12])[CH:7]=1.[NH2:25][C:26]1[CH:27]=[C:28]([C:32]([CH3:35])=[CH:33][CH:34]=1)[C:29]([OH:31])=[O:30].CC1C=CC(S(O)(=O)=O)=CC=1. The catalyst is C(#N)C.C(Cl)Cl. The product is [Cl:1][C:2]1[CH:3]=[CH:4][C:5]([O:15][CH2:16][C:17]2[CH:22]=[CH:21][C:20]([Br:23])=[CH:19][C:18]=2[F:24])=[C:6]([C:8]2[N:25]([C:26]3[CH:27]=[C:28]([C:32]([CH3:35])=[CH:33][CH:34]=3)[C:29]([OH:31])=[O:30])[C:11]([CH3:12])=[CH:10][CH:9]=2)[CH:7]=1. The yield is 0.620. (4) The yield is 0.750. The catalyst is CO.C(O)(=O)C. The product is [C:6]([C:7]1[CH:8]=[CH:9][C:10]([CH2:11][C:12]2[CH:20]=[CH:19][C:15]([C:16]([NH2:18])=[O:17])=[CH:14][N:13]=2)=[CH:21][CH:22]=1)#[N:5]. The reactants are CC(C)CC[NH:5][CH2:6][C:7]1[CH:22]=[CH:21][C:10]([CH2:11][C:12]2[CH:20]=[CH:19][C:15]([C:16]([NH2:18])=[O:17])=[CH:14][N:13]=2)=[CH:9][CH:8]=1.CC(O/N=C(/C(NCC=O)=O)\C1N=C(N)SC=1)(C(O)=O)C.CC(CC)CN.[BH4-].[Na+]. (5) The reactants are [F:1][C:2]1[CH:7]=[C:6]([C:8]([F:11])([F:10])[F:9])[CH:5]=[CH:4][C:3]=1B(O)O.[Cl:15][C:16]1[CH:21]=[C:20](Cl)[N:19]=[CH:18][N:17]=1.C(=O)([O-])[O-].[K+].[K+].O. The catalyst is O1CCOCC1.C1C=CC(P(C2C=CC=CC=2)[C-]2C=CC=C2)=CC=1.C1C=CC(P(C2C=CC=CC=2)[C-]2C=CC=C2)=CC=1.Cl[Pd]Cl.[Fe+2]. The product is [Cl:15][C:16]1[CH:21]=[C:20]([C:3]2[CH:4]=[CH:5][C:6]([C:8]([F:11])([F:10])[F:9])=[CH:7][C:2]=2[F:1])[N:19]=[CH:18][N:17]=1. The yield is 0.530. (6) The reactants are [CH3:1][O:2][C:3]([CH:5](P(OC)(OC)=O)[NH:6][C:7]([O:9][CH2:10][C:11]1[CH:16]=[CH:15][CH:14]=[CH:13][CH:12]=1)=[O:8])=[O:4].[F:23][C:24]1[CH:31]=[CH:30][C:29]([F:32])=[CH:28][C:25]=1[CH:26]=O.C1CCN2C(=NCCC2)CC1. The catalyst is ClCCl. The product is [CH2:10]([O:9][C:7]([NH:6]/[C:5](=[CH:26]\[C:25]1[CH:28]=[C:29]([F:32])[CH:30]=[CH:31][C:24]=1[F:23])/[C:3]([O:2][CH3:1])=[O:4])=[O:8])[C:11]1[CH:12]=[CH:13][CH:14]=[CH:15][CH:16]=1. The yield is 0.820. (7) The reactants are [O:1]1[CH2:28][CH:2]1[CH2:3][O:4][C:5]1[CH:14]=[C:13]2[C:8]([C:9]([O:15][C:16]3[CH:17]=[C:18]4[C:22](=[CH:23][CH:24]=3)[NH:21][C:20]([CH3:25])=[CH:19]4)=[N:10][CH:11]=[N:12]2)=[CH:7][C:6]=1[O:26][CH3:27].[NH:29]1[CH2:33][CH2:32][CH2:31][CH2:30]1. The catalyst is CN(C=O)C. The product is [OH:1][CH:2]([CH2:28][N:29]1[CH2:33][CH2:32][CH2:31][CH2:30]1)[CH2:3][O:4][C:5]1[CH:14]=[C:13]2[C:8]([C:9]([O:15][C:16]3[CH:17]=[C:18]4[C:22](=[CH:23][CH:24]=3)[NH:21][C:20]([CH3:25])=[CH:19]4)=[N:10][CH:11]=[N:12]2)=[CH:7][C:6]=1[O:26][CH3:27]. The yield is 0.370.